Dataset: Reaction yield outcomes from USPTO patents with 853,638 reactions. Task: Predict the reaction yield, written as a fraction of the theoretical maximum amount of product (1.0 means a 100% yield; for example, 0.34 means a 34% yield). (1) The reactants are [Cl-].O[NH3+:3].[C:4](=[O:7])([O-])[OH:5].[Na+].CS(C)=O.[CH2:13]([C:17]1[N:18]([CH2:32][C:33]2[CH:38]=[CH:37][C:36]([C:39]3[C:40]([C:45]#[N:46])=[CH:41][CH:42]=[CH:43][CH:44]=3)=[CH:35][CH:34]=2)[C:19](=[O:31])[C:20]([C:24]2[C:25]([CH3:30])=[N:26][O:27][C:28]=2[CH3:29])=[C:21]([CH3:23])[N:22]=1)[CH2:14][CH2:15][CH3:16]. The catalyst is O. The product is [CH2:13]([C:17]1[N:18]([CH2:32][C:33]2[CH:34]=[CH:35][C:36]([C:39]3[CH:44]=[CH:43][CH:42]=[CH:41][C:40]=3[C:45]3[NH:3][C:4](=[O:7])[O:5][N:46]=3)=[CH:37][CH:38]=2)[C:19](=[O:31])[C:20]([C:24]2[C:25]([CH3:30])=[N:26][O:27][C:28]=2[CH3:29])=[C:21]([CH3:23])[N:22]=1)[CH2:14][CH2:15][CH3:16]. The yield is 0.190. (2) The reactants are C(N(C(C)C)CC)(C)C.[Cl:10][C:11]1[CH:12]=[CH:13][C:14]2[N:19]=[C:18]([C:20]3[C:29]4[C:24](=[CH:25][CH:26]=[CH:27][CH:28]=4)[CH:23]=[CH:22][CH:21]=3)[O:17][C:16](=[O:30])[C:15]=2[CH:31]=1.[NH:32]1[CH2:36][CH2:35][CH:34]([OH:37])[CH2:33]1. No catalyst specified. The product is [Cl:10][C:11]1[CH:12]=[CH:13][C:14]([NH:19][C:18]([C:20]2[C:29]3[C:24](=[CH:25][CH:26]=[CH:27][CH:28]=3)[CH:23]=[CH:22][CH:21]=2)=[O:17])=[C:15]([C:16]([N:32]2[CH2:36][CH2:35][CH:34]([OH:37])[CH2:33]2)=[O:30])[CH:31]=1. The yield is 0.350. (3) The catalyst is C(OCC)(=O)C. The reactants are [Br:1][C:2]1[CH:10]=[CH:9][CH:8]=[C:7]2[C:3]=1[C:4]([C:24]1[C:29]([OH:30])=[CH:28][CH:27]=[C:26]([O:31][CH3:32])[N:25]=1)([CH2:22]O)[C:5](=[O:21])[N:6]2[CH2:11][C:12]1[O:13][C:14]([C:17]([F:20])([F:19])[F:18])=[CH:15][CH:16]=1.C(P(CCCC)CCCC)CCC.N(C(OC(C)(C)C)=O)=NC(OC(C)(C)C)=O. The product is [Br:1][C:2]1[CH:10]=[CH:9][CH:8]=[C:7]2[C:3]=1[C:4]1([C:24]3=[N:25][C:26]([O:31][CH3:32])=[CH:27][CH:28]=[C:29]3[O:30][CH2:22]1)[C:5](=[O:21])[N:6]2[CH2:11][C:12]1[O:13][C:14]([C:17]([F:19])([F:18])[F:20])=[CH:15][CH:16]=1. The yield is 0.870. (4) The reactants are [CH2:1]([O:8][C:9](=[O:34])[C@@H:10]([NH:21][C:22](=[O:33])[C@@H:23]([NH:25]C(OC(C)(C)C)=O)[CH3:24])[CH2:11][C:12]1[C:20]2[C:15](=[CH:16][CH:17]=[CH:18][CH:19]=2)[NH:14][CH:13]=1)[C:2]1[CH:7]=[CH:6][CH:5]=[CH:4][CH:3]=1.FC(F)(F)C(O)=O.C([O-])([O-])=O.[Na+].[Na+]. The catalyst is ClCCl. The product is [CH2:1]([O:8][C:9](=[O:34])[C@@H:10]([NH:21][C:22](=[O:33])[C@@H:23]([NH2:25])[CH3:24])[CH2:11][C:12]1[C:20]2[C:15](=[CH:16][CH:17]=[CH:18][CH:19]=2)[NH:14][CH:13]=1)[C:2]1[CH:3]=[CH:4][CH:5]=[CH:6][CH:7]=1. The yield is 1.00. (5) The reactants are [CH2:1]([O:8][CH2:9][P:10](=[O:13])([OH:12])[OH:11])[C:2]1[CH:7]=[CH:6][CH:5]=[CH:4][CH:3]=1.S(Cl)(Cl)=O.N1C=NN=N1.[C:23]1(O)[CH:28]=[CH:27][CH:26]=[CH:25][CH:24]=1.C(N(CC)CC)C.[C:37]([O:42][CH2:43][CH3:44])(=[O:41])[CH:38]([CH3:40])O. The catalyst is CC#N.C1(C)C=CC=CC=1. The product is [CH2:43]([O:42][C:37](=[O:41])[CH:38]([O:13][P:10]([CH2:9][O:8][CH2:1][C:2]1[CH:3]=[CH:4][CH:5]=[CH:6][CH:7]=1)([O:12][C:23]1[CH:28]=[CH:27][CH:26]=[CH:25][CH:24]=1)=[O:11])[CH3:40])[CH3:44]. The yield is 0.180. (6) The product is [CH2:1]([C:6]1[CH:15]=[CH:14][C:9]([C:10]([O:12][CH3:13])=[O:11])=[C:8]([CH3:16])[CH:7]=1)[CH3:2]. The catalyst is O1CCCC1.[Zn+2].[Br-].[Br-].C1C=CC(P(C2C=CC=CC=2)[C-]2C=CC=C2)=CC=1.C1C=CC(P(C2C=CC=CC=2)[C-]2C=CC=C2)=CC=1.Cl[Pd]Cl.[Fe+2]. The reactants are [CH3:1][CH2:2][Mg+].[Br-].Br[C:6]1[CH:15]=[CH:14][C:9]([C:10]([O:12][CH3:13])=[O:11])=[C:8]([CH3:16])[CH:7]=1. The yield is 0.840. (7) The reactants are [N+:1]([C:4]1[CH:9]=[CH:8][C:7]([C@H:10]([NH:12][C:13](=[O:19])[O:14][C:15]([CH3:18])([CH3:17])[CH3:16])[CH3:11])=[CH:6][CH:5]=1)([O-])=O. The catalyst is CO.[Pd]. The product is [NH2:1][C:4]1[CH:9]=[CH:8][C:7]([C@H:10]([NH:12][C:13](=[O:19])[O:14][C:15]([CH3:18])([CH3:17])[CH3:16])[CH3:11])=[CH:6][CH:5]=1. The yield is 0.780. (8) The reactants are [NH2:1][C:2]1[CH:7]=[CH:6][C:5]([C:8]2[CH:13]=[CH:12][C:11]([C:14](=[O:24])[CH2:15][CH:16]([CH2:21][CH2:22][CH3:23])[C:17]([O:19]C)=[O:18])=[CH:10][CH:9]=2)=[CH:4][CH:3]=1.Cl[C:26]1[S:27][C:28]2[CH:34]=[C:33]([Cl:35])[CH:32]=[CH:31][C:29]=2[N:30]=1.S1C2C=CC=CC=2N=C1NC1C=CC(C2C=CC(C(=O)CC(C)(C)C(O)=O)=CC=2)=CC=1. No catalyst specified. The product is [Cl:35][C:33]1[CH:32]=[CH:31][C:29]2[N:30]=[C:26]([NH:1][C:2]3[CH:3]=[CH:4][C:5]([C:8]4[CH:13]=[CH:12][C:11]([C:14](=[O:24])[CH2:15][CH:16]([CH2:21][CH2:22][CH3:23])[C:17]([OH:19])=[O:18])=[CH:10][CH:9]=4)=[CH:6][CH:7]=3)[S:27][C:28]=2[CH:34]=1. The yield is 0.180. (9) The reactants are C([N+](CCCC)(CCCC)CCCC)CCC.[P:18]([O:22][CH2:23][C@@H:24]1[C@@H:28]([O:29][P:30]([O:33][CH2:34][C@@H:35]2[C@@H:39]([OH:40])[C@@H:38]([OH:41])[C@H:37]([N:42]3[CH:50]=[N:49][C:48]4[C:43]3=[N:44][CH:45]=[N:46][C:47]=4[NH2:51])[O:36]2)([OH:32])=[O:31])[CH2:27][C@H:26]([N:52]2[CH:57]=[CH:56][C:55]([NH2:58])=[N:54][C:53]2=[O:59])[O:25]1)([OH:21])([OH:20])=[O:19].[N:60]([C:63]1[CH:91]=[CH:90][CH:89]=[CH:88][C:64]=1[CH2:65][O:66][C:67]([NH:69][CH2:70][CH2:71][CH2:72][C@H:73]([NH:80][C:81]([O:83][C:84]([CH3:87])([CH3:86])[CH3:85])=[O:82])[C:74](OCC#N)=[O:75])=[O:68])=[N+:61]=[N-:62]. The catalyst is C(#N)C. The product is [N:60]([C:63]1[CH:91]=[CH:90][CH:89]=[CH:88][C:64]=1[CH2:65][O:66][C:67]([NH:69][CH2:70][CH2:71][CH2:72][C@@H:73]([NH:80][C:81]([O:83][C:84]([CH3:86])([CH3:87])[CH3:85])=[O:82])[C:74]([O:40][C@H:39]1[C@@H:38]([OH:41])[C@H:37]([N:42]2[CH:50]=[N:49][C:48]3[C:43]2=[N:44][CH:45]=[N:46][C:47]=3[NH2:51])[O:36][C@H:35]1[CH2:34][O:33][P:30]([O:29][C@H:28]1[CH2:27][C@H:26]([N:52]2[CH:57]=[CH:56][C:55]([NH2:58])=[N:54][C:53]2=[O:59])[O:25][C@@H:24]1[CH2:23][O:22][P:18]([OH:21])([OH:20])=[O:19])([OH:32])=[O:31])=[O:75])=[O:68])=[N+:61]=[N-:62]. The yield is 0.200.